This data is from Forward reaction prediction with 1.9M reactions from USPTO patents (1976-2016). The task is: Predict the product of the given reaction. (1) Given the reactants [CH2:1]([O:8][C@H:9]1[C@H:14]([O:15][CH2:16][C:17]2[CH:22]=[CH:21][CH:20]=[CH:19][CH:18]=2)[C@@H:13]([O:23][CH2:24][C:25]2[CH:30]=[CH:29][CH:28]=[CH:27][CH:26]=2)[C@@:12]([C:33]2[CH:38]=[CH:37][C:36]([Cl:39])=[C:35]([CH2:40][C:41]3[CH:46]=[CH:45][C:44]([O:47][CH2:48][C:49]4[CH:54]=[CH:53][CH:52]=[CH:51][CH:50]=4)=[CH:43][CH:42]=3)[CH:34]=2)([O:31][CH3:32])[O:11][C:10]1(CO)[CH2:55][OH:56])[C:2]1[CH:7]=[CH:6][CH:5]=[CH:4][CH:3]=1.O.C1(C)C=CC(S(O)(=O)=O)=CC=1, predict the reaction product. The product is: [CH2:1]([O:8][C@H:9]1[C@H:14]([O:15][CH2:16][C:17]2[CH:18]=[CH:19][CH:20]=[CH:21][CH:22]=2)[C@@H:13]([O:23][CH2:24][C:25]2[CH:30]=[CH:29][CH:28]=[CH:27][CH:26]=2)[C@:12]2([C:33]3[CH:38]=[CH:37][C:36]([Cl:39])=[C:35]([CH2:40][C:41]4[CH:42]=[CH:43][C:44]([O:47][CH2:48][C:49]5[CH:54]=[CH:53][CH:52]=[CH:51][CH:50]=5)=[CH:45][CH:46]=4)[CH:34]=3)[O:11][C@@:10]1([CH2:55][OH:56])[CH2:32][O:31]2)[C:2]1[CH:7]=[CH:6][CH:5]=[CH:4][CH:3]=1. (2) Given the reactants [CH3:1][NH2:2].C([Li])CCC.[Br:8][C:9]1[CH:17]=[CH:16][C:12]([C:13]([OH:15])=[O:14])=[C:11](F)[CH:10]=1, predict the reaction product. The product is: [Br:8][C:9]1[CH:17]=[CH:16][C:12]([C:13]([OH:15])=[O:14])=[C:11]([NH:2][CH3:1])[CH:10]=1.